From a dataset of Reaction yield outcomes from USPTO patents with 853,638 reactions. Predict the reaction yield, written as a fraction of the theoretical maximum amount of product (1.0 means a 100% yield; for example, 0.34 means a 34% yield). (1) The yield is 0.440. The catalyst is C(Cl)Cl. The product is [Cl:32][C:8]1[N:5]2[CH:6]=[CH:7][C:2]([CH3:1])=[N:3][C:4]2=[N:10][C:9]=1[CH2:11][C@@H:12]1[CH2:17][CH2:16][CH2:15][CH2:14][N:13]1[C:18]([O:20][C:21]([CH3:24])([CH3:23])[CH3:22])=[O:19]. The reactants are [CH3:1][C:2]1[CH:7]=[CH:6][N:5]2[CH:8]=[C:9]([CH2:11][C@@H:12]3[CH2:17][CH2:16][CH2:15][CH2:14][N:13]3[C:18]([O:20][C:21]([CH3:24])([CH3:23])[CH3:22])=[O:19])[N:10]=[C:4]2[N:3]=1.C1C(=O)N([Cl:32])C(=O)C1. (2) The reactants are [CH3:1][S:2][C:3]1[N:4]=[CH:5][C:6]2[CH:12]=[CH:11][C:10](=[O:13])[NH:9][C:7]=2[N:8]=1.[Br:14]N1C(=O)CCC1=O. The catalyst is CN(C)C=O. The product is [Br:14][C:11]1[C:10](=[O:13])[NH:9][C:7]2[N:8]=[C:3]([S:2][CH3:1])[N:4]=[CH:5][C:6]=2[CH:12]=1. The yield is 0.480.